Dataset: Catalyst prediction with 721,799 reactions and 888 catalyst types from USPTO. Task: Predict which catalyst facilitates the given reaction. (1) Reactant: [NH2:1][C:2]1[N:7]=[CH:6][C:5]([C:8]#[C:9][C:10]2[C:11]([CH2:26][CH3:27])=[N:12][CH:13]=[CH:14][C:15]=2[C:16]2[CH:24]=[CH:23][C:19]([C:20]([OH:22])=O)=[C:18]([F:25])[CH:17]=2)=[CH:4][CH:3]=1.[NH:28]1[CH2:33][CH2:32][O:31][CH2:30][CH2:29]1.CN(C(ON1N=NC2C=CC=NC1=2)=[N+](C)C)C.F[P-](F)(F)(F)(F)F.CCN(C(C)C)C(C)C. Product: [NH2:1][C:2]1[N:7]=[CH:6][C:5]([C:8]#[C:9][C:10]2[C:11]([CH2:26][CH3:27])=[N:12][CH:13]=[CH:14][C:15]=2[C:16]2[CH:24]=[CH:23][C:19]([C:20]([N:28]3[CH2:33][CH2:32][O:31][CH2:30][CH2:29]3)=[O:22])=[C:18]([F:25])[CH:17]=2)=[CH:4][CH:3]=1. The catalyst class is: 3. (2) Reactant: [Cl:1][C:2]1[CH:10]=[C:9]([C:11]([NH:13][CH:14]([C:16]2[NH:20][C:19]3[CH:21]=[CH:22][C:23]([Cl:25])=[CH:24][C:18]=3[N:17]=2)[CH3:15])=[O:12])[CH:8]=[CH:7][C:3]=1[C:4](O)=[O:5].[CH2:26]([CH:34]1[CH2:38][CH2:37][CH2:36][NH:35]1)[CH2:27][C:28]1[CH:33]=[CH:32][CH:31]=[CH:30][CH:29]=1.C(N(C(C)C)CC)(C)C.ClCl. Product: [Cl:1][C:2]1[CH:10]=[C:9]([CH:8]=[CH:7][C:3]=1[C:4]([N:35]1[CH2:36][CH2:37][CH2:38][CH:34]1[CH2:26][CH2:27][C:28]1[CH:33]=[CH:32][CH:31]=[CH:30][CH:29]=1)=[O:5])[C:11]([NH:13][CH:14]([C:16]1[NH:20][C:19]2[CH:21]=[CH:22][C:23]([Cl:25])=[CH:24][C:18]=2[N:17]=1)[CH3:15])=[O:12]. The catalyst class is: 16. (3) Reactant: [CH2:1]([C:5]1([O:22][CH3:23])[CH2:10][CH2:9][N:8]([C:11]2[CH:21]=[CH:20][C:14]([C:15]([O:17]CC)=[O:16])=[CH:13][CH:12]=2)[CH2:7][CH2:6]1)[CH2:2][CH2:3][CH3:4].[OH-].[Na+].CO.Cl. Product: [CH2:1]([C:5]1([O:22][CH3:23])[CH2:10][CH2:9][N:8]([C:11]2[CH:12]=[CH:13][C:14]([C:15]([OH:17])=[O:16])=[CH:20][CH:21]=2)[CH2:7][CH2:6]1)[CH2:2][CH2:3][CH3:4]. The catalyst class is: 132. (4) Reactant: [C:1]([O:5][C:6]([N:8]1[CH2:12][CH2:11][CH2:10][C@H:9]1[C:13]([OH:15])=O)=[O:7])([CH3:4])([CH3:3])[CH3:2].ClC(OCC(C)C)=O.C(N(CC)CC)C.[C:31]([C:33]1[CH:34]=[C:35]([CH:40]=[CH:41][CH:42]=1)[C:36]([NH:38]O)=[NH:37])#[N:32]. Product: [C:1]([O:5][C:6]([N:8]1[CH2:12][CH2:11][CH2:10][C@H:9]1[C:13]1[O:15][N:38]=[C:36]([C:35]2[CH:40]=[CH:41][CH:42]=[C:33]([C:31]#[N:32])[CH:34]=2)[N:37]=1)=[O:7])([CH3:2])([CH3:3])[CH3:4]. The catalyst class is: 118. (5) Reactant: Cl[C:2]1[N:7]=[C:6]([NH:8][C@H:9]([CH2:13][CH3:14])[C:10]([NH2:12])=[O:11])[CH:5]=[N:4][C:3]=1[C:15]#[N:16].[N:17]1[CH:22]=[CH:21][C:20]([C:23]2[CH:29]=[CH:28][C:26]([NH2:27])=[CH:25][CH:24]=2)=[CH:19][CH:18]=1.C([O-])([O-])=O.[K+].[K+].C1C=CC(P(C2C(C3C(P(C4C=CC=CC=4)C4C=CC=CC=4)=CC=C4C=3C=CC=C4)=C3C(C=CC=C3)=CC=2)C2C=CC=CC=2)=CC=1. Product: [C:15]([C:3]1[N:4]=[CH:5][C:6]([NH:8][C@H:9]([CH2:13][CH3:14])[C:10]([NH2:12])=[O:11])=[N:7][C:2]=1[NH:27][C:26]1[CH:25]=[CH:24][C:23]([C:20]2[CH:19]=[CH:18][N:17]=[CH:22][CH:21]=2)=[CH:29][CH:28]=1)#[N:16]. The catalyst class is: 231. (6) Product: [NH2:9][C:8]1[C:3]([CH:2]([C:17]2([C:21]3[CH:26]=[CH:25][CH:24]=[C:23]([C:27]([F:30])([F:28])[F:29])[CH:22]=3)[CH2:20][CH2:19][CH2:18]2)[OH:1])=[N:4][CH:5]=[CH:6][CH:7]=1. Reactant: [OH:1][CH:2]([C:17]1([C:21]2[CH:26]=[CH:25][CH:24]=[C:23]([C:27]([F:30])([F:29])[F:28])[CH:22]=2)[CH2:20][CH2:19][CH2:18]1)[C:3]1[C:8]([NH:9]C(=O)OC(C)(C)C)=[CH:7][CH:6]=[CH:5][N:4]=1.FC(F)(F)C(O)=O. The catalyst class is: 4. (7) Reactant: [Br:1][C:2]1[CH:7]=[CH:6][C:5]([C:8]2[N:12]([CH2:13][C@@H:14]3[CH2:18][CH2:17][N:16]([C:19]([CH:21]4[CH2:23][CH2:22]4)=[O:20])[CH2:15]3)[C:11]3[CH:24]=[C:25]([C:28]([O:30]C)=[O:29])[CH:26]=[CH:27][C:10]=3[N:9]=2)=[CH:4][CH:3]=1.[Li+].[OH-].OS([O-])(=O)=O.[Na+]. Product: [Br:1][C:2]1[CH:7]=[CH:6][C:5]([C:8]2[N:12]([CH2:13][C@@H:14]3[CH2:18][CH2:17][N:16]([C:19]([CH:21]4[CH2:22][CH2:23]4)=[O:20])[CH2:15]3)[C:11]3[CH:24]=[C:25]([C:28]([OH:30])=[O:29])[CH:26]=[CH:27][C:10]=3[N:9]=2)=[CH:4][CH:3]=1. The catalyst class is: 1. (8) Reactant: [K].[CH2:2]([O:4][C:5](=[O:11])[CH:6]([C:9]#[N:10])[CH:7]=[O:8])[CH3:3].[Cl-].[C:13]1([S+:19]([C:26]2[CH:31]=[CH:30][CH:29]=[CH:28][CH:27]=2)[C:20]2[CH:25]=[CH:24][CH:23]=[CH:22][CH:21]=2)[CH:18]=[CH:17][CH:16]=[CH:15][CH:14]=1. Product: [C:26]1([S+:19]([C:13]2[CH:14]=[CH:15][CH:16]=[CH:17][CH:18]=2)[C:20]2[CH:25]=[CH:24][CH:23]=[CH:22][CH:21]=2)[CH:27]=[CH:28][CH:29]=[CH:30][CH:31]=1.[CH2:2]([O:4][C:5](=[O:11])[CH:6]([C:9]#[N:10])[CH:7]=[O:8])[CH3:3]. The catalyst class is: 6. (9) Reactant: [CH3:1][C:2]1[CH:3]=[C:4]([CH:7]=[CH:8][C:9]=1[O:10][CH:11]1[CH2:16][CH2:15][CH2:14][CH2:13][O:12]1)[CH:5]=O.[N:17]1([CH2:22][CH2:23][O:24][C:25]2[CH:30]=[CH:29][C:28]([NH2:31])=[CH:27][CH:26]=2)[CH2:21][CH2:20][CH2:19][CH2:18]1.S([O-])([O-])(=O)=O.[Mg+2]. Product: [CH3:1][C:2]1[CH:3]=[C:4]([CH:7]=[CH:8][C:9]=1[O:10][CH:11]1[CH2:16][CH2:15][CH2:14][CH2:13][O:12]1)[CH2:5][NH:31][C:28]1[CH:29]=[CH:30][C:25]([O:24][CH2:23][CH2:22][N:17]2[CH2:21][CH2:20][CH2:19][CH2:18]2)=[CH:26][CH:27]=1. The catalyst class is: 2.